From a dataset of Full USPTO retrosynthesis dataset with 1.9M reactions from patents (1976-2016). Predict the reactants needed to synthesize the given product. (1) The reactants are: [N+:1]([C:4]1[CH:5]=[CH:6][C:7]2[NH:13][C:12](=[O:14])[O:11][CH2:10][CH2:9][C:8]=2[CH:15]=1)([O-:3])=[O:2].[C:16](=O)([O-])[O-].[K+].[K+].IC. Given the product [N+:1]([C:4]1[CH:5]=[CH:6][C:7]2[N:13]([CH3:16])[C:12](=[O:14])[O:11][CH2:10][CH2:9][C:8]=2[CH:15]=1)([O-:3])=[O:2], predict the reactants needed to synthesize it. (2) Given the product [C:11]([C:9]1[CH:10]=[C:5]2[N:4]=[CH:3][C:2]([C:16]#[C:15][C:17]3[CH:22]=[CH:21][CH:20]=[C:19]([F:23])[CH:18]=3)=[CH:7][N:6]2[N:8]=1)([CH3:14])([CH3:13])[CH3:12], predict the reactants needed to synthesize it. The reactants are: Br[C:2]1[CH:3]=[N:4][C:5]2[N:6]([N:8]=[C:9]([C:11]([CH3:14])([CH3:13])[CH3:12])[CH:10]=2)[CH:7]=1.[C:15]([C:17]1[CH:22]=[CH:21][CH:20]=[C:19]([F:23])[CH:18]=1)#[CH:16].